The task is: Predict the reactants needed to synthesize the given product.. This data is from Full USPTO retrosynthesis dataset with 1.9M reactions from patents (1976-2016). (1) Given the product [CH2:30]([NH:37][CH2:3][C:2]([N:6]1[CH:10]=[C:9]([NH:11][C:12](=[O:29])[CH:13]([NH:17][C:18](=[O:28])[CH2:19][C:20]2[CH:21]=[C:22]([F:27])[CH:23]=[C:24]([F:26])[CH:25]=2)[CH2:14][CH2:15][CH3:16])[N:8]=[CH:7]1)([CH3:5])[CH3:1])[C:31]1[CH:36]=[CH:35][CH:34]=[CH:33][CH:32]=1, predict the reactants needed to synthesize it. The reactants are: [CH3:1][C:2]([N:6]1[CH:10]=[C:9]([NH:11][C:12](=[O:29])[CH:13]([NH:17][C:18](=[O:28])[CH2:19][C:20]2[CH:25]=[C:24]([F:26])[CH:23]=[C:22]([F:27])[CH:21]=2)[CH2:14][CH2:15][CH3:16])[N:8]=[CH:7]1)([CH3:5])[CH:3]=O.[CH2:30]([NH2:37])[C:31]1[CH:36]=[CH:35][CH:34]=[CH:33][CH:32]=1. (2) Given the product [C:15]1([NH:21][C:22](=[O:23])[NH:1][C:2]2[O:6][N:5]=[C:4]([C:7]3[S:8][CH:9]=[CH:10][CH:11]=3)[C:3]=2[C:12]([NH2:14])=[O:13])[CH:20]=[CH:19][CH:18]=[CH:17][CH:16]=1, predict the reactants needed to synthesize it. The reactants are: [NH2:1][C:2]1[O:6][N:5]=[C:4]([C:7]2[S:8][CH:9]=[CH:10][CH:11]=2)[C:3]=1[C:12]([NH2:14])=[O:13].[C:15]1([N:21]=[C:22]=[O:23])[CH:20]=[CH:19][CH:18]=[CH:17][CH:16]=1. (3) Given the product [NH2:1][C:2]1[CH:3]=[C:4]([O:15][CH2:23][C:18]2[CH:19]=[CH:20][CH:21]=[CH:22][N:17]=2)[C:5]([C:13]#[N:14])=[C:6]([C:8]2[O:9][CH:10]=[CH:11][CH:12]=2)[N:7]=1, predict the reactants needed to synthesize it. The reactants are: [NH2:1][C:2]1[NH:7][C:6]([C:8]2[O:9][CH:10]=[CH:11][CH:12]=2)=[C:5]([C:13]#[N:14])[C:4](=[O:15])[CH:3]=1.Cl.[N:17]1[CH:22]=[CH:21][CH:20]=[CH:19][C:18]=1[CH2:23]Cl.C(=O)([O-])[O-].[Cs+].[Cs+]. (4) Given the product [CH3:22][C:21]([CH3:24])([CH3:23])[C@H:16]([NH:15][C:13]([C:4]1[N:3]=[C:2]([C:28]2[CH:29]=[CH:30][CH:31]=[CH:32][C:27]=2[O:26][CH3:25])[N:6]2[CH2:7][CH2:8][CH2:9][N:10]([CH3:12])[CH2:11][C:5]=12)=[O:14])[C:17]([NH:19][CH3:20])=[O:18], predict the reactants needed to synthesize it. The reactants are: Br[C:2]1[N:6]2[CH2:7][CH2:8][CH2:9][N:10]([CH3:12])[CH2:11][C:5]2=[C:4]([C:13]([NH:15][C@@H:16]([C:21]([CH3:24])([CH3:23])[CH3:22])[C:17]([NH:19][CH3:20])=[O:18])=[O:14])[N:3]=1.[CH3:25][O:26][C:27]1[CH:32]=[CH:31][CH:30]=[CH:29][C:28]=1B(O)O.C(=O)([O-])[O-].[K+].[K+]. (5) Given the product [CH2:29]([CH:15]1[CH2:14][N:8]([CH2:7][C:6]([OH:5])=[O:36])[C:9](=[O:13])[CH2:10][N:18]([S:19]([C:22]2[CH:27]=[CH:26][C:25]([Cl:28])=[CH:24][CH:23]=2)(=[O:21])=[O:20])[C:16]1=[O:17])[C:30]1[CH:35]=[CH:34][CH:33]=[CH:32][CH:31]=1, predict the reactants needed to synthesize it. The reactants are: C([O:5][C:6](=[O:36])[CH2:7][N:8]([CH2:14][CH:15]([CH2:29][C:30]1[CH:35]=[CH:34][CH:33]=[CH:32][CH:31]=1)[C:16]([NH:18][S:19]([C:22]1[CH:27]=[CH:26][C:25]([Cl:28])=[CH:24][CH:23]=1)(=[O:21])=[O:20])=[O:17])[C:9](=[O:13])[CH2:10]C=C)(C)(C)C.CC1(C)CC(=O)CC(=O)C1. (6) Given the product [Cl:13][C:14]1[CH:15]=[C:16]([CH2:17][OH:18])[CH:20]=[CH:21][N:22]=1, predict the reactants needed to synthesize it. The reactants are: C(N1C=CN=C1)(N1C=CN=C1)=O.[Cl:13][C:14]1[CH:15]=[C:16]([CH:20]=[CH:21][N:22]=1)[C:17](O)=[O:18].[BH4-].[Na+].Cl. (7) Given the product [C:1]([O:5][C:6](=[O:7])[NH:8][C:9]([CH3:17])([CH3:16])[CH2:10]/[CH:11]=[CH:12]/[C:13](=[O:15])[N:64]([C@@H:47]([C:48](=[O:49])[N:50]([CH3:63])[C@@H:51]([C:59](=[O:62])[NH:60][CH3:61])[CH2:52][C:53]1[CH:54]=[CH:55][CH:56]=[CH:57][CH:58]=1)[CH2:46][C:43]1[CH:42]=[CH:41][C:40]([C:66]2[CH:71]=[CH:70][CH:69]=[CH:68][CH:67]=2)=[CH:45][CH:44]=1)[CH3:65])([CH3:2])([CH3:3])[CH3:4], predict the reactants needed to synthesize it. The reactants are: [C:1]([O:5][C:6]([NH:8][C:9]([CH3:17])([CH3:16])[CH2:10]/[CH:11]=[CH:12]/[C:13]([OH:15])=O)=[O:7])([CH3:4])([CH3:3])[CH3:2].ON1C2N=CC=CC=2N=N1.Cl.CN(C)CCCN=C=NCC.[C:40]1([C:66]2[CH:71]=[CH:70][CH:69]=[CH:68][CH:67]=2)[CH:45]=[CH:44][C:43]([CH2:46][C@@H:47]([NH:64][CH3:65])[C:48]([N:50]([CH3:63])[C@@H:51]([C:59](=[O:62])[NH:60][CH3:61])[CH2:52][C:53]2[CH:58]=[CH:57][CH:56]=[CH:55][CH:54]=2)=[O:49])=[CH:42][CH:41]=1.C(N(C(C)C)CC)(C)C. (8) Given the product [F:17][C:3]([F:16])([F:2])[C:4]1[CH:9]=[CH:8][CH:7]=[CH:6][C:5]=1[N:10]1[CH2:15][CH2:14][N:13]([CH2:19][CH2:20][CH2:21][CH2:22][N:23]2[C:27](=[O:28])[C:26]3[C:25](=[CH:32][CH:31]=[CH:30][CH:29]=3)[C:24]2=[O:33])[CH2:12][CH2:11]1, predict the reactants needed to synthesize it. The reactants are: Cl.[F:2][C:3]([F:17])([F:16])[C:4]1[CH:9]=[CH:8][CH:7]=[CH:6][C:5]=1[N:10]1[CH2:15][CH2:14][NH:13][CH2:12][CH2:11]1.Br[CH2:19][CH2:20][CH2:21][CH2:22][N:23]1[C:27](=[O:28])[C:26]2=[CH:29][CH:30]=[CH:31][CH:32]=[C:25]2[C:24]1=[O:33].C([O-])([O-])=O.[K+].[K+].